From a dataset of Catalyst prediction with 721,799 reactions and 888 catalyst types from USPTO. Predict which catalyst facilitates the given reaction. (1) Reactant: [CH2:1]([C:3]([C:14]1[CH:19]=[CH:18][C:17]([O:20]S(C(F)(F)F)(=O)=O)=[C:16]([CH3:28])[CH:15]=1)([C:6]1[CH:11]=[CH:10][C:9](O)=[C:8]([CH3:13])[CH:7]=1)[CH2:4][CH3:5])[CH3:2].[CH2:29]([O:31][C:32](=[O:36])/[CH:33]=[CH:34]/[CH3:35])[CH3:30].C([O-])(O)=O.[Na+].C1C=CC(P(C2C=CC=CC=2)CCCP(C2C=CC=CC=2)C2C=CC=CC=2)=CC=1.[Li+].[Br-].CC1(C)OC(COC2C=CC(C(C3C=CC(OS(C(F)(F)F)(=O)=O)=C(C)C=3)(CC)CC)=CC=2C)CO1.[NH4+].[Cl-]. Product: [CH2:29]([O:31][C:32](=[O:36])/[CH:33]=[C:34](/[C:9]1[CH:10]=[CH:11][C:6]([C:3]([CH2:1][CH3:2])([C:14]2[CH:19]=[CH:18][C:17]([OH:20])=[C:16]([CH3:28])[CH:15]=2)[CH2:4][CH3:5])=[CH:7][C:8]=1[CH3:13])\[CH3:35])[CH3:30]. The catalyst class is: 3. (2) Reactant: Cl[C:2]1[C:3]2[CH:10]=[C:9]([C:11]3[CH:16]=[CH:15][C:14]([N:17]4[CH2:22][CH2:21][O:20][CH2:19][CH2:18]4)=[CH:13][CH:12]=3)[NH:8][C:4]=2[N:5]=[CH:6][N:7]=1.[O:23]=[S:24]1(=[O:48])[CH2:29][CH2:28][CH:27]([O:30][C:31]2[CH:38]=[CH:37][C:36](B3OC(C)(C)C(C)(C)O3)=[CH:35][C:32]=2[C:33]#[N:34])[CH2:26][CH2:25]1.ClCCl.C(=O)([O-])[O-].[Na+].[Na+]. Product: [O:23]=[S:24]1(=[O:48])[CH2:25][CH2:26][CH:27]([O:30][C:31]2[CH:38]=[CH:37][C:36]([C:2]3[C:3]4[CH:10]=[C:9]([C:11]5[CH:16]=[CH:15][C:14]([N:17]6[CH2:22][CH2:21][O:20][CH2:19][CH2:18]6)=[CH:13][CH:12]=5)[NH:8][C:4]=4[N:5]=[CH:6][N:7]=3)=[CH:35][C:32]=2[C:33]#[N:34])[CH2:28][CH2:29]1. The catalyst class is: 640. (3) Reactant: [Cl:1][C:2]1[CH:3]=[N:4][C:5]2[C:10]([CH:11]=1)=[CH:9][C:8]([CH2:12][C:13]1[CH:14]=[C:15]([CH:19]=[CH:20][N:21]=1)[C:16]([OH:18])=O)=[CH:7][CH:6]=2.Cl.[NH2:23][C:24]1[N:31]=[C:30]([CH3:32])[C:29]([CH2:33][NH2:34])=[CH:28][C:25]=1[C:26]#[N:27].CCN=C=NCCCN(C)C.C1C=CC2N(O)N=NC=2C=1. Product: [NH2:23][C:24]1[N:31]=[C:30]([CH3:32])[C:29]([CH2:33][NH:34][C:16](=[O:18])[C:15]2[CH:19]=[CH:20][N:21]=[C:13]([CH2:12][C:8]3[CH:9]=[C:10]4[C:5](=[CH:6][CH:7]=3)[N:4]=[CH:3][C:2]([Cl:1])=[CH:11]4)[CH:14]=2)=[CH:28][C:25]=1[C:26]#[N:27]. The catalyst class is: 18. (4) Reactant: [CH2:1]1[C:10]2[CH:9]=[CH:8][CH:7]=[C:6]([C:11]#[N:12])[C:5]=2[CH2:4][CH2:3][NH:2]1.[C:13](O[C:13]([O:15][C:16]([CH3:19])([CH3:18])[CH3:17])=[O:14])([O:15][C:16]([CH3:19])([CH3:18])[CH3:17])=[O:14]. Product: [C:11]([C:6]1[CH:7]=[CH:8][CH:9]=[C:10]2[C:5]=1[CH2:4][CH2:3][N:2]([C:13]([O:15][C:16]([CH3:19])([CH3:18])[CH3:17])=[O:14])[CH2:1]2)#[N:12]. The catalyst class is: 2. (5) Reactant: Br[C:2]1[CH:3]=[C:4]([CH:8]2[CH2:17][C:16]([CH3:19])([CH3:18])[C:15]3[C:10](=[CH:11][CH:12]=[C:13]([S:20]([N:23]4[CH2:28][CH2:27][O:26][CH2:25][CH2:24]4)(=[O:22])=[O:21])[CH:14]=3)[NH:9]2)[CH:5]=[CH:6][CH:7]=1.[NH:29]1[CH2:34][CH2:33][NH:32][CH2:31][CH2:30]1.Cl.CN(C)CC(O)=O.C(=O)([O-])[O-].[K+].[K+]. Product: [CH3:18][C:16]1([CH3:19])[C:15]2[C:10](=[CH:11][CH:12]=[C:13]([S:20]([N:23]3[CH2:28][CH2:27][O:26][CH2:25][CH2:24]3)(=[O:22])=[O:21])[CH:14]=2)[NH:9][CH:8]([C:4]2[CH:5]=[CH:6][CH:7]=[C:2]([N:29]3[CH2:34][CH2:33][NH:32][CH2:31][CH2:30]3)[CH:3]=2)[CH2:17]1. The catalyst class is: 156.